From a dataset of Blood-brain barrier penetration binary classification data from Martins et al.. Regression/Classification. Given a drug SMILES string, predict its absorption, distribution, metabolism, or excretion properties. Task type varies by dataset: regression for continuous measurements (e.g., permeability, clearance, half-life) or binary classification for categorical outcomes (e.g., BBB penetration, CYP inhibition). Dataset: bbb_martins. The compound is C[C@H](N)Cc1ccccc1. The result is 1 (penetrates BBB).